Dataset: Full USPTO retrosynthesis dataset with 1.9M reactions from patents (1976-2016). Task: Predict the reactants needed to synthesize the given product. (1) The reactants are: F[C:2]1[CH:3]=[N:4][CH:5]=[CH:6][C:7]=1[C:8]1[O:9][C:10]2[CH:16]=[CH:15][C:14]([C:17]([F:20])([F:19])[F:18])=[CH:13][C:11]=2[N:12]=1.[CH2:21]([SH:24])[CH2:22][CH3:23].C(=O)([O-])[O-].[K+].[K+].CN(C=O)C. Given the product [CH2:21]([S:24][C:2]1[CH:3]=[N:4][CH:5]=[CH:6][C:7]=1[C:8]1[O:9][C:10]2[CH:16]=[CH:15][C:14]([C:17]([F:20])([F:19])[F:18])=[CH:13][C:11]=2[N:12]=1)[CH2:22][CH3:23], predict the reactants needed to synthesize it. (2) Given the product [O:1]=[C:2]1[CH2:5][N:4]([C:6]([O:8][CH2:9][C:10]2[CH:15]=[CH:14][CH:13]=[CH:12][CH:11]=2)=[O:7])[CH2:3]1, predict the reactants needed to synthesize it. The reactants are: [OH:1][CH:2]1[CH2:5][N:4]([C:6]([O:8][CH2:9][C:10]2[CH:15]=[CH:14][CH:13]=[CH:12][CH:11]=2)=[O:7])[CH2:3]1.S(=O)(=O)=O.N1C=CC=CC=1.C(N(CC)CC)C. (3) Given the product [CH2:18]([N:20]1[CH2:25][CH2:24][CH:23]([NH:26][C:2]2[C:3]3[C:8]([N:9]=[C:10]4[C:15]=2[CH:14]=[C:13]([O:16][CH3:17])[CH:12]=[CH:11]4)=[CH:7][CH:6]=[CH:5][CH:4]=3)[CH2:22][CH2:21]1)[CH3:19], predict the reactants needed to synthesize it. The reactants are: Cl[C:2]1[C:3]2[C:8]([N:9]=[C:10]3[C:15]=1[CH:14]=[C:13]([O:16][CH3:17])[CH:12]=[CH:11]3)=[CH:7][CH:6]=[CH:5][CH:4]=2.[CH2:18]([N:20]1[CH2:25][CH2:24][CH:23]([NH2:26])[CH2:22][CH2:21]1)[CH3:19]. (4) Given the product [C:19]([O:18][C:16]([N:13]1[CH2:14][CH2:15][CH:10]([CH2:9][CH:8]([N:4]([CH3:3])[CH3:1])[CH2:23][CH:24]2[CH2:29][CH2:28][N:27]([C:30]([O:32][C:33]([CH3:36])([CH3:35])[CH3:34])=[O:31])[CH2:26][CH2:25]2)[CH2:11][CH2:12]1)=[O:17])([CH3:22])([CH3:21])[CH3:20], predict the reactants needed to synthesize it. The reactants are: [CH2:1]=O.[C:3]([BH3-])#[N:4].[Na+].N[CH:8]([CH2:23][CH:24]1[CH2:29][CH2:28][N:27]([C:30]([O:32][C:33]([CH3:36])([CH3:35])[CH3:34])=[O:31])[CH2:26][CH2:25]1)[CH2:9][CH:10]1[CH2:15][CH2:14][N:13]([C:16]([O:18][C:19]([CH3:22])([CH3:21])[CH3:20])=[O:17])[CH2:12][CH2:11]1.[OH-].[Na+]. (5) The reactants are: [O:1]=[C:2]1[C:11]2[C:6](=[CH:7][CH:8]=[CH:9][CH:10]=2)[N:5]=[C:4]([CH2:12][CH2:13][CH2:14][C:15]([OH:17])=O)[NH:3]1.[Cl:18][C:19]1[CH:32]=[CH:31][C:22]([O:23][C@H:24]2[CH2:29][CH2:28][C@H:27]([NH2:30])[CH2:26][CH2:25]2)=[CH:21][CH:20]=1.CCN(C(C)C)C(C)C. Given the product [Cl:18][C:19]1[CH:20]=[CH:21][C:22]([O:23][C@H:24]2[CH2:25][CH2:26][C@H:27]([NH:30][C:15](=[O:17])[CH2:14][CH2:13][CH2:12][C:4]3[NH:3][C:2](=[O:1])[C:11]4[C:6](=[CH:7][CH:8]=[CH:9][CH:10]=4)[N:5]=3)[CH2:28][CH2:29]2)=[CH:31][CH:32]=1, predict the reactants needed to synthesize it. (6) Given the product [C:9](=[O:10])([O:11][C:12]1[CH:13]=[CH:14][C:15]([N+:18]([O-:20])=[O:19])=[CH:16][CH:17]=1)[O:6][C:4]([CH3:7])([CH3:5])[CH2:3][O:2][CH3:1], predict the reactants needed to synthesize it. The reactants are: [CH3:1][O:2][CH2:3][C:4]([CH3:7])([OH:6])[CH3:5].Cl[C:9]([O:11][C:12]1[CH:17]=[CH:16][C:15]([N+:18]([O-:20])=[O:19])=[CH:14][CH:13]=1)=[O:10].C(=O)(OC1C=CC([N+]([O-])=O)=CC=1)OC(C)(CCOC)C. (7) Given the product [CH3:1][C:2]([CH3:17])([CH2:9][O:10][CH:11]1[CH2:16][CH2:15][CH2:14][CH2:13][O:12]1)[CH2:3][CH2:4][CH2:5][CH2:21][C:20]([OH:18])=[O:22], predict the reactants needed to synthesize it. The reactants are: [CH3:1][C:2]([CH3:17])([CH2:9][O:10][CH:11]1[CH2:16][CH2:15][CH2:14][CH2:13][O:12]1)[CH2:3][CH2:4][CH2:5]CC#N.[OH-:18].[Na+].[CH2:20]([OH:22])[CH3:21]. (8) Given the product [Cl:1][C:2]1[CH:3]=[C:4]([N:9]2[CH:13]=[C:12]([N:14]([CH2:15][CH2:16][N:17]3[CH2:22][CH2:21][O:20][CH2:19][CH2:18]3)[CH2:23][CH2:24][CH3:25])[N:11]=[N:10]2)[CH:5]=[CH:6][C:7]=1[Cl:8], predict the reactants needed to synthesize it. The reactants are: [Cl:1][C:2]1[CH:3]=[C:4]([N:9]2[CH:13]=[C:12]([NH:14][CH2:15][CH2:16][N:17]3[CH2:22][CH2:21][O:20][CH2:19][CH2:18]3)[N:11]=[N:10]2)[CH:5]=[CH:6][C:7]=1[Cl:8].[CH:23](=O)[CH2:24][CH3:25].[BH-](OC(C)=O)(OC(C)=O)OC(C)=O.[Na+].